From a dataset of Reaction yield outcomes from USPTO patents with 853,638 reactions. Predict the reaction yield, written as a fraction of the theoretical maximum amount of product (1.0 means a 100% yield; for example, 0.34 means a 34% yield). (1) The reactants are CC1(C)O[C:6](=[O:8])[C:5](=[CH:9][NH:10][C:11]2[CH:20]=[CH:19][C:18]([I:21])=[CH:17][C:12]=2[C:13]([O:15][CH3:16])=[O:14])C(=O)O1. The catalyst is C1(OC2C=CC=CC=2)C=CC=CC=1. The product is [I:21][C:18]1[CH:19]=[C:20]2[C:11](=[C:12]([C:13]([O:15][CH3:16])=[O:14])[CH:17]=1)[NH:10][CH:9]=[CH:5][C:6]2=[O:8]. The yield is 0.880. (2) The reactants are Cl.[F:2][C:3]1[CH:8]=[CH:7][C:6]([C:9]2[O:13][N:12]=[C:11]([C@H:14]3[CH2:19][CH2:18][CH2:17][NH:16][CH2:15]3)[N:10]=2)=[CH:5][CH:4]=1.[F:20][C:21]1[CH:22]=[C:23]([C:27](O)=[O:28])[CH:24]=[N:25][CH:26]=1. No catalyst specified. The product is [F:2][C:3]1[CH:8]=[CH:7][C:6]([C:9]2[O:13][N:12]=[C:11]([C@H:14]3[CH2:19][CH2:18][CH2:17][N:16]([C:27]([C:23]4[CH:24]=[N:25][CH:26]=[C:21]([F:20])[CH:22]=4)=[O:28])[CH2:15]3)[N:10]=2)=[CH:5][CH:4]=1. The yield is 0.430.